This data is from Buchwald-Hartwig C-N cross coupling reaction yields with 55,370 reactions. The task is: Predict the reaction yield, written as a fraction of the theoretical maximum amount of product (1.0 means a 100% yield; for example, 0.34 means a 34% yield). (1) The reactants are CCc1ccc(I)cc1.Cc1ccc(N)cc1.O=S(=O)(O[Pd]1c2ccccc2-c2ccccc2N~1)C(F)(F)F.CC(C)c1cc(C(C)C)c(-c2ccccc2P(C(C)(C)C)C(C)(C)C)c(C(C)C)c1.CN(C)C(=NC(C)(C)C)N(C)C.c1ccc(-c2cnoc2)cc1. No catalyst specified. The product is CCc1ccc(Nc2ccc(C)cc2)cc1. The yield is 0.778. (2) The reactants are Ic1cccnc1.Cc1ccc(N)cc1.O=S(=O)(O[Pd]1c2ccccc2-c2ccccc2N~1)C(F)(F)F.CC(C)c1cc(C(C)C)c(-c2ccccc2P(C2CCCCC2)C2CCCCC2)c(C(C)C)c1.CN1CCCN2CCCN=C12.c1ccc(CN(Cc2ccccc2)c2ccon2)cc1. No catalyst specified. The product is Cc1ccc(Nc2cccnc2)cc1. The yield is 0.435.